Predict which catalyst facilitates the given reaction. From a dataset of Catalyst prediction with 721,799 reactions and 888 catalyst types from USPTO. (1) Reactant: [CH:1]1([CH2:7][CH2:8][O:9][C:10]2[CH:11]=[CH:12][C:13]([CH2:16][N:17]3[CH2:22][CH2:21][N:20](C(OC(C)(C)C)=O)[CH2:19][CH2:18]3)=[N:14][CH:15]=2)[CH2:6][CH2:5][CH2:4][CH2:3][CH2:2]1.[ClH:30].O1CCOCC1. Product: [ClH:30].[ClH:30].[ClH:30].[CH:1]1([CH2:7][CH2:8][O:9][C:10]2[CH:11]=[CH:12][C:13]([CH2:16][N:17]3[CH2:22][CH2:21][NH:20][CH2:19][CH2:18]3)=[N:14][CH:15]=2)[CH2:6][CH2:5][CH2:4][CH2:3][CH2:2]1. The catalyst class is: 5. (2) Reactant: Cl[C:2]1[N:6]([CH2:7][CH2:8]O)[C:5]2[C:10]([CH:15]([CH2:18][CH3:19])[CH2:16][CH3:17])=[CH:11][CH:12]=[C:13]([Cl:14])[C:4]=2[N:3]=1.C1(P(C2C=CC=CC=2)C2C=CC=CC=2)C=CC=CC=1.CCOC(/[N:44]=N/C(OCC)=O)=O.C1(=O)NC(=O)C2=CC=CC=C12. Product: [Cl:14][C:13]1[C:4]2[N:3]=[C:2]3[NH:44][CH2:8][CH2:7][N:6]3[C:5]=2[C:10]([CH:15]([CH2:18][CH3:19])[CH2:16][CH3:17])=[CH:11][CH:12]=1. The catalyst class is: 7. (3) Reactant: Cl.Cl.[F:3][C:4]1[CH:9]=[C:8]([C:10]2[N:14]3[CH:15]=[CH:16][C:17]([C:19]4[CH:24]=[CH:23][CH:22]=[CH:21][N:20]=4)=[CH:18][C:13]3=[N:12][CH:11]=2)[CH:7]=[CH:6][C:5]=1[CH2:25][C:26]([OH:28])=O.[CH3:29][N:30]([CH2:32][C:33]1[N:34]=[C:35]([NH2:42])[S:36][C:37]=1[C:38]1([CH3:41])[CH2:40][CH2:39]1)[CH3:31].C(N(CC)C(C)C)(C)C.F[P-](F)(F)(F)(F)F.N1(OC(N(C)C)=[N+](C)C)C2N=CC=CC=2N=N1. Product: [CH3:31][N:30]([CH2:32][C:33]1[N:34]=[C:35]([NH:42][C:26](=[O:28])[CH2:25][C:5]2[CH:6]=[CH:7][C:8]([C:10]3[N:14]4[CH:15]=[CH:16][C:17]([C:19]5[CH:24]=[CH:23][CH:22]=[CH:21][N:20]=5)=[CH:18][C:13]4=[N:12][CH:11]=3)=[CH:9][C:4]=2[F:3])[S:36][C:37]=1[C:38]1([CH3:41])[CH2:40][CH2:39]1)[CH3:29]. The catalyst class is: 3. (4) Reactant: [C:1]([CH2:4][CH2:5][CH2:6][O:7][C:8]1[CH:13]=[CH:12][C:11]([S:14]([C:17]2([C:23](OC(C)(C)C)=[O:24])[CH2:22][CH2:21][O:20][CH2:19][CH2:18]2)(=[O:16])=[O:15])=[CH:10][CH:9]=1)(O)=[O:2].O.[OH:31][N:32]1C2C=CC=CC=2N=N1.C(N(CC)CC)C.[F:48][C:49]([F:62])([F:61])[O:50][C:51]1[CH:60]=[CH:59][C:54]([C:55](=[N:57]O)[NH2:56])=[CH:53][CH:52]=1.Cl.CN(C)CCCN=C=NCC. Product: [OH:31][NH:32][C:23]([C:17]1([S:14]([C:11]2[CH:10]=[CH:9][C:8]([O:7][CH2:6][CH2:5][CH2:4][C:1]3[O:2][N:57]=[C:55]([C:54]4[CH:59]=[CH:60][C:51]([O:50][C:49]([F:62])([F:61])[F:48])=[CH:52][CH:53]=4)[N:56]=3)=[CH:13][CH:12]=2)(=[O:15])=[O:16])[CH2:18][CH2:19][O:20][CH2:21][CH2:22]1)=[O:24]. The catalyst class is: 9.